This data is from Forward reaction prediction with 1.9M reactions from USPTO patents (1976-2016). The task is: Predict the product of the given reaction. (1) Given the reactants C[O:2][C:3]([C:5]1[CH:20]=[CH:19][C:8]2[C:9]([CH2:13]/[CH:14]=[CH:15]/[CH2:16][CH2:17][CH3:18])([CH3:12])[CH2:10][O:11][C:7]=2[CH:6]=1)=[O:4].[OH-].[Na+].C(O)C.Cl, predict the reaction product. The product is: [CH2:13]([C:9]1([CH3:12])[C:8]2[CH:19]=[CH:20][C:5]([C:3]([OH:4])=[O:2])=[CH:6][C:7]=2[O:11][CH2:10]1)/[CH:14]=[CH:15]/[CH2:16][CH2:17][CH3:18]. (2) Given the reactants [CH2:1]([O:3][C:4]1[CH:9]=[CH:8][CH:7]=[CH:6][C:5]=1[OH:10])[CH3:2].[F:11][C:12]1[CH:17]=[CH:16][CH:15]=[CH:14][C:13]=1[CH:18](O)[CH2:19][CH2:20][CH2:21][CH2:22][CH2:23][N:24]1[CH2:29][CH2:28][CH:27]([C:30]2[CH:31]=[C:32]([NH:36][C:37](=[O:41])[CH:38]([CH3:40])[CH3:39])[CH:33]=[CH:34][CH:35]=2)[CH2:26][CH2:25]1, predict the reaction product. The product is: [CH2:1]([O:3][C:4]1[CH:9]=[CH:8][CH:7]=[CH:6][C:5]=1[O:10][CH:18]([C:13]1[CH:14]=[CH:15][CH:16]=[CH:17][C:12]=1[F:11])[CH2:19][CH2:20][CH2:21][CH2:22][CH2:23][N:24]1[CH2:25][CH2:26][CH:27]([C:30]2[CH:31]=[C:32]([NH:36][C:37](=[O:41])[CH:38]([CH3:40])[CH3:39])[CH:33]=[CH:34][CH:35]=2)[CH2:28][CH2:29]1)[CH3:2]. (3) Given the reactants [O:1]=[C:2]1[C:7]([CH2:8][C:9]2[CH:14]=[CH:13][C:12]([C:15]3[C:16]([C:21]#[N:22])=[CH:17][CH:18]=[CH:19][CH:20]=3)=[CH:11][CH:10]=2)=[C:6]([CH2:23][CH2:24][CH3:25])[N:5]2[N:26]=[CH:27][N:28]=[C:4]2[N:3]1[C@H:29]1[CH2:34][CH2:33][C@H:32]([O:35][CH2:36][C:37](=[O:40])[CH2:38][CH3:39])[CH2:31][CH2:30]1.[BH4-].[Na+].[Cl-].[NH4+], predict the reaction product. The product is: [OH:40][CH:37]([CH2:38][CH3:39])[CH2:36][O:35][C@H:32]1[CH2:33][CH2:34][C@H:29]([N:3]2[C:2](=[O:1])[C:7]([CH2:8][C:9]3[CH:14]=[CH:13][C:12]([C:15]4[C:16]([C:21]#[N:22])=[CH:17][CH:18]=[CH:19][CH:20]=4)=[CH:11][CH:10]=3)=[C:6]([CH2:23][CH2:24][CH3:25])[N:5]3[N:26]=[CH:27][N:28]=[C:4]23)[CH2:30][CH2:31]1. (4) Given the reactants [CH3:1][O:2][C:3](=[O:63])[NH:4][CH:5]([C:9]([N:11]1[CH2:15][CH2:14][CH2:13][CH:12]1[C:16]1[NH:17][C:18]([C:21]2[CH:33]=[CH:32][C:31]3[C:30]4[C:25](=[CH:26][C:27]([C:34]5[CH:60]=[CH:59][C:37]6[N:38]=[C:39]([CH:41]7[CH:46]8[CH2:47][CH:43]([CH2:44][CH2:45]8)[N:42]7[C:48](=[O:58])[CH:49]([NH:53][C:54]([O:56][CH3:57])=[O:55])[CH:50]([CH3:52])[CH3:51])[NH:40][C:36]=6[CH:35]=5)=[CH:28][CH:29]=4)[C:24]([F:62])([F:61])[C:23]=3[CH:22]=2)=[CH:19][N:20]=1)=[O:10])[CH:6]([CH3:8])[CH3:7].[NH:64]1CCC[C@H:65]1C(O)=O.C(C1CN[C@H](C(O)=O)C1)#N, predict the reaction product. The product is: [CH3:57][O:56][C:54](=[O:55])[NH:53][CH:49]([C:48]([N:42]1[CH:41]([C:39]2[NH:40][C:36]3[CH:35]=[C:34]([C:27]4[CH:28]=[CH:29][C:30]5[C:31]6[C:23](=[CH:22][C:21]([C:18]7[NH:17][C:16]([CH:12]8[CH2:13][CH:14]([C:65]#[N:64])[CH2:15][N:11]8[C:9](=[O:10])[CH:5]([NH:4][C:3]([O:2][CH3:1])=[O:63])[CH:6]([CH3:7])[CH3:8])=[N:20][CH:19]=7)=[CH:33][CH:32]=6)[C:24]([F:62])([F:61])[C:25]=5[CH:26]=4)[CH:60]=[CH:59][C:37]=3[N:38]=2)[CH:46]2[CH2:47][CH:43]1[CH2:44][CH2:45]2)=[O:58])[CH:50]([CH3:52])[CH3:51]. (5) Given the reactants [F:1][C:2]1[CH:7]=[CH:6][C:5]([NH:8][C:9]2[C:10]3[C:17]([CH3:18])=[C:16]([C:19](O)=[O:20])[S:15][C:11]=3[N:12]=[CH:13][N:14]=2)=[C:4]([O:22][C@@H:23]2[CH2:28][CH2:27][CH2:26][CH2:25][C@@H:24]2[OH:29])[CH:3]=1.[NH3:30], predict the reaction product. The product is: [F:1][C:2]1[CH:7]=[CH:6][C:5]([NH:8][C:9]2[C:10]3[C:17]([CH3:18])=[C:16]([C:19]([NH2:30])=[O:20])[S:15][C:11]=3[N:12]=[CH:13][N:14]=2)=[C:4]([O:22][C@@H:23]2[CH2:28][CH2:27][CH2:26][CH2:25][C@@H:24]2[OH:29])[CH:3]=1. (6) Given the reactants [CH3:1][C:2]1[CH:7]=[CH:6][C:5]([N:8]2[CH2:13][CH2:12][NH:11][CH2:10][CH2:9]2)=[C:4]([CH:14]=[CH2:15])[CH:3]=1.[I:16][C:17]1[CH:25]=[CH:24][C:20]([C:21](Cl)=[O:22])=[CH:19][CH:18]=1.[OH-].[Na+], predict the reaction product. The product is: [I:16][C:17]1[CH:25]=[CH:24][C:20]([C:21]([N:11]2[CH2:12][CH2:13][N:8]([C:5]3[CH:6]=[CH:7][C:2]([CH3:1])=[CH:3][C:4]=3[CH:14]=[CH2:15])[CH2:9][CH2:10]2)=[O:22])=[CH:19][CH:18]=1. (7) The product is: [Br:1][C:2]1[CH:3]=[C:4]2[C:14](=[CH:15][CH:16]=1)[C@:7]1([C:8](=[O:13])[N:9]([CH2:18][C:19]([N:21]([CH:30]3[CH2:35][CH2:34][C:33](=[CH:36][C:37]([O:39][C:40]([CH3:43])([CH3:42])[CH3:41])=[O:38])[CH2:32][CH2:31]3)[CH2:22][C:23]3[CH:28]=[CH:27][C:26]([F:29])=[CH:25][CH:24]=3)=[O:20])[C:10](=[O:12])[NH:48]1)[CH2:6][CH2:5]2. Given the reactants [Br:1][C:2]1[CH:3]=[C:4]2[C:14](=[CH:15][CH:16]=1)[C@:7]1(O[C:10](=[O:12])[NH:9][C:8]1=[O:13])[CH2:6][CH2:5]2.Br[CH2:18][C:19]([N:21]([CH:30]1[CH2:35][CH2:34][C:33](=[CH:36][C:37]([O:39][C:40]([CH3:43])([CH3:42])[CH3:41])=[O:38])[CH2:32][CH2:31]1)[CH2:22][C:23]1[CH:28]=[CH:27][C:26]([F:29])=[CH:25][CH:24]=1)=[O:20].BrCC([N:48](CC1C=CC(F)=CC=1)[C@@H](C)C(F)(F)F)=O, predict the reaction product.